The task is: Predict which catalyst facilitates the given reaction.. This data is from Catalyst prediction with 721,799 reactions and 888 catalyst types from USPTO. (1) Reactant: Br[CH2:2][CH2:3][N:4]1[C:8]2[CH:9]=[CH:10][CH:11]=[CH:12][C:7]=2[N:6]([C:13]2[CH:18]=[CH:17][C:16]([F:19])=[CH:15][C:14]=2[Cl:20])[S:5]1(=[O:22])=[O:21].[CH3:23][C@H:24]1[CH2:29][NH:28][CH2:27][C@@H:26]([CH3:30])[NH:25]1.C(=O)([O-])[O-].[Cs+].[Cs+]. Product: [ClH:20].[ClH:20].[Cl:20][C:14]1[CH:15]=[C:16]([F:19])[CH:17]=[CH:18][C:13]=1[N:6]1[C:7]2[CH:12]=[CH:11][CH:10]=[CH:9][C:8]=2[N:4]([CH2:3][CH2:2][N:28]2[CH2:27][C@H:26]([CH3:30])[NH:25][C@H:24]([CH3:23])[CH2:29]2)[S:5]1(=[O:22])=[O:21]. The catalyst class is: 8. (2) Reactant: C=C.[CH2:3]=[CH:4]C.[CH:6]([CH:8]1[CH2:13][CH:12]2[CH2:14][CH:9]1[CH:10]=[CH:11]2)=[CH2:7].[H][H].[Al](Cl)(CC)CC. Product: [CH2:3]=[CH2:4].[CH2:7]=[CH:6][CH3:8].[CH:6]([CH:8]1[CH2:13][CH:12]2[CH2:14][CH:9]1[CH:10]=[CH:11]2)=[CH2:7]. The catalyst class is: 81.